This data is from Catalyst prediction with 721,799 reactions and 888 catalyst types from USPTO. The task is: Predict which catalyst facilitates the given reaction. (1) Reactant: [NH2:1][C:2]1[CH:7]=[CH:6][CH:5]=[CH:4][C:3]=1[NH:8][C:9]([C:11]1[S:19][C:18]2[CH2:17][CH2:16][NH:15][CH2:14][C:13]=2[CH:12]=1)=[O:10].[N+](C1C=CC([O:29][C:30](=O)[O:31][C:32]2[CH:37]=[CH:36][C:35]([O:38][CH3:39])=[C:34]([O:40][CH3:41])[CH:33]=2)=CC=1)([O-])=O.CCN(CC)CC. Product: [NH2:1][C:2]1[CH:7]=[CH:6][CH:5]=[CH:4][C:3]=1[NH:8][C:9]([C:11]1[S:19][C:18]2[CH2:17][CH2:16][N:15]([C:30]([O:31][C:32]3[CH:37]=[CH:36][C:35]([O:38][CH3:39])=[C:34]([O:40][CH3:41])[CH:33]=3)=[O:29])[CH2:14][C:13]=2[CH:12]=1)=[O:10]. The catalyst class is: 3. (2) Reactant: Br[C:2]1[CH:11]=[CH:10][C:5]([C:6]([O:8][CH3:9])=[O:7])=[C:4]([CH2:12][CH3:13])[CH:3]=1.[CH3:14][N:15](C=O)C. Product: [C:14]([C:2]1[CH:11]=[CH:10][C:5]([C:6]([O:8][CH3:9])=[O:7])=[C:4]([CH2:12][CH3:13])[CH:3]=1)#[N:15]. The catalyst class is: 380. (3) The catalyst class is: 23. Reactant: [C:1]1([CH2:7][O:8][C:9]([NH:11][C@H:12]([C:17]([NH:19][C:20]2[CH:21]=[C:22]3[C:27](=[CH:28][CH:29]=2)[CH2:26][N:25]([C:30]([O:32][C:33]([CH3:36])([CH3:35])[CH3:34])=[O:31])[CH2:24][CH2:23]3)=[O:18])[CH2:13][CH2:14]SC)=[O:10])[CH:6]=[CH:5][CH:4]=[CH:3][CH:2]=1.CI. Product: [O:18]=[C:17]1[C@@H:12]([NH:11][C:9]([O:8][CH2:7][C:1]2[CH:6]=[CH:5][CH:4]=[CH:3][CH:2]=2)=[O:10])[CH2:13][CH2:14][N:19]1[C:20]1[CH:21]=[C:22]2[C:27](=[CH:28][CH:29]=1)[CH2:26][N:25]([C:30]([O:32][C:33]([CH3:36])([CH3:35])[CH3:34])=[O:31])[CH2:24][CH2:23]2. (4) The catalyst class is: 55. Product: [NH2:24][C:13]1[C:14]2[C:19](=[CH:18][C:17]([C:22]#[N:23])=[CH:16][CH:15]=2)[CH:20]=[CH:21][N:12]=1. Reactant: COC1C=CC(OC)=CC=1C[N:12]1[CH:21]=[CH:20][C:19]2[C:14](=[CH:15][CH:16]=[C:17]([C:22]#[N:23])[CH:18]=2)[C:13]1=[NH:24].C1(OC)C=CC=CC=1. (5) Reactant: F[C:2]1[CH:7]=[C:6]([CH3:8])[CH:5]=[CH:4][C:3]=1[C:9]([C:11]1[CH:16]=[CH:15][CH:14]=[CH:13][CH:12]=1)=O.[CH3:17][NH:18][CH2:19][CH2:20][NH2:21]. Product: [CH3:17][N:18]1[C:2]2[CH:7]=[C:6]([CH3:8])[CH:5]=[CH:4][C:3]=2[C:9]([C:11]2[CH:16]=[CH:15][CH:14]=[CH:13][CH:12]=2)=[N:21][CH2:20][CH2:19]1. The catalyst class is: 14.